Dataset: Full USPTO retrosynthesis dataset with 1.9M reactions from patents (1976-2016). Task: Predict the reactants needed to synthesize the given product. (1) Given the product [CH3:14][S:15]([O:6][C@H:2]([CH2:3][CH2:4][CH3:5])[CH3:1])(=[O:17])=[O:16], predict the reactants needed to synthesize it. The reactants are: [CH3:1][C@H:2]([OH:6])[CH2:3][CH2:4][CH3:5].C(N(CC)CC)C.[CH3:14][S:15](Cl)(=[O:17])=[O:16].[Cl-].[Na+].C(=O)([O-])O.[Na+]. (2) Given the product [C:36]([S:39](/[N:41]=[C:1](/[C:4]1[N:5]=[N:6][N:7]([C:9]2[CH:10]=[C:11]([CH:24]=[C:25]([N:27]([S:31]([CH3:34])(=[O:33])=[O:32])[CH2:28][CH2:29][CH3:30])[CH:26]=2)[C:12]([NH:14][C@@H:15]([C:17]2[CH:22]=[CH:21][C:20]([F:23])=[CH:19][CH:18]=2)[CH3:16])=[O:13])[CH:8]=1)\[CH3:2])=[O:40])([CH3:38])([CH3:37])[CH3:35], predict the reactants needed to synthesize it. The reactants are: [C:1]([C:4]1[N:5]=[N:6][N:7]([C:9]2[CH:10]=[C:11]([CH:24]=[C:25]([N:27]([S:31]([CH3:34])(=[O:33])=[O:32])[CH2:28][CH2:29][CH3:30])[CH:26]=2)[C:12]([NH:14][C@@H:15]([C:17]2[CH:22]=[CH:21][C:20]([F:23])=[CH:19][CH:18]=2)[CH3:16])=[O:13])[CH:8]=1)(=O)[CH3:2].[CH3:35][C:36]([S:39]([NH2:41])=[O:40])([CH3:38])[CH3:37].CCOC(C)=O. (3) Given the product [OH:7][C@@H:8]1[C@@:9]([CH3:40])([CH2:26][CH2:27][CH2:28][C:29]([CH3:30])([O:31][Si:32]([CH2:35][CH3:36])([CH2:37][CH3:38])[CH2:33][CH3:34])[CH3:39])[C@@H:10]2[C:16](=[O:17])[C@@:14]([CH2:18][CH:19]=[C:20]([CH3:21])[CH3:22])([C:13]([O:23][CH3:24])=[CH:12][C:11]2=[O:25])[CH2:15]1, predict the reactants needed to synthesize it. The reactants are: C1COCC1.C(=S)(OC1C=CC=CC=1)[O:7][C@H:8]1[CH2:15][C@@:14]2([CH2:18][CH:19]=[C:20]([CH3:22])[CH3:21])[C:16](=[O:17])[C@H:10]([C:11](=[O:25])[CH:12]=[C:13]2[O:23][CH3:24])[C@:9]1([CH3:40])[CH2:26][CH2:27][CH2:28][C:29]([CH3:39])([O:31][Si:32]([CH2:37][CH3:38])([CH2:35][CH3:36])[CH2:33][CH3:34])[CH3:30].[Li]N1C(C)(C)CCCC1(C)C.CCCCCC. (4) The reactants are: [C-]#N.[Na+].[N:4]1[CH:9]=[CH:8][C:7]([CH:10]=[O:11])=[CH:6][CH:5]=1.[CH2:12]([O:19][C:20]([N:22]1[CH2:27][CH2:26][CH:25]([C:28](=[O:43])/[CH:29]=[CH:30]/[C:31]2[CH:32]=[C:33]3[C:37](=[CH:38][CH:39]=2)[C:36](=[N:40][O:41][CH3:42])[CH2:35][CH2:34]3)[CH2:24][CH2:23]1)=[O:21])[C:13]1[CH:18]=[CH:17][CH:16]=[CH:15][CH:14]=1. Given the product [CH2:12]([O:19][C:20]([N:22]1[CH2:23][CH2:24][CH:25]([C:28](=[O:43])[CH2:29][CH:30]([C:31]2[CH:32]=[C:33]3[C:37](=[CH:38][CH:39]=2)[C:36](=[N:40][O:41][CH3:42])[CH2:35][CH2:34]3)[C:10](=[O:11])[C:7]2[CH:8]=[CH:9][N:4]=[CH:5][CH:6]=2)[CH2:26][CH2:27]1)=[O:21])[C:13]1[CH:18]=[CH:17][CH:16]=[CH:15][CH:14]=1, predict the reactants needed to synthesize it. (5) Given the product [CH3:55][C:54]1[C:50]([N:43]([CH2:44][O:45][CH2:46][CH2:47][O:48][CH3:49])[S:40]([C:35]2[S:36][C:37]([CH3:39])=[CH:38][C:34]=2[C:2]2[CH:23]=[CH:22][C:5]([CH2:6][N:7]3[C:8](=[O:21])[N:9]([C:15]4[CH:20]=[CH:19][CH:18]=[CH:17][CH:25]=4)[N:10]=[C:11]3[CH3:12])=[CH:4][C:3]=2[CH3:24])(=[O:42])=[O:41])=[N:51][O:52][C:53]=1[CH3:56], predict the reactants needed to synthesize it. The reactants are: Br[C:2]1[CH:23]=[CH:22][C:5]([CH2:6][N:7]2[C:11]([CH2:12]CC)=[N:10][N:9]([C:15]3[CH:20]=[CH:19][CH:18]=[CH:17]N=3)[C:8]2=[O:21])=[CH:4][C:3]=1[CH3:24].[C:25](=O)([O-])[O-].[Na+].[Na+].B([C:34]1[CH:38]=[C:37]([CH3:39])[S:36][C:35]=1[S:40]([N:43]([C:50]1[C:54]([CH3:55])=[C:53]([CH3:56])[O:52][N:51]=1)[CH2:44][O:45][CH2:46][CH2:47][O:48][CH3:49])(=[O:42])=[O:41])(O)O. (6) Given the product [Br:1][C:2]1[CH:3]=[CH:4][C:5]([O:11][CH:12]([F:14])[F:13])=[C:6]([CH2:8][CH2:9][F:21])[CH:7]=1, predict the reactants needed to synthesize it. The reactants are: [Br:1][C:2]1[CH:3]=[CH:4][C:5]([O:11][CH:12]([F:14])[F:13])=[C:6]([CH2:8][CH2:9]O)[CH:7]=1.CCN(S(F)(F)[F:21])CC.